From a dataset of M1 muscarinic receptor antagonist screen with 61,756 compounds. Binary Classification. Given a drug SMILES string, predict its activity (active/inactive) in a high-throughput screening assay against a specified biological target. (1) The compound is S(=O)(=O)(Cc1oc(C(=O)N2CCN(CC2)c2ccc(OC)cc2)cc1)c1ccc(OC)cc1. The result is 0 (inactive). (2) The molecule is O(c1c(n2nc(c3c(c2=O)cccc3)C(O)=O)cccc1)C. The result is 0 (inactive). (3) The drug is Clc1c(cc(OC(=O)N2CCOCC2)cc1C)C. The result is 0 (inactive). (4) The compound is o1c2c(C(N(C2=O)C)c2ncccc2)c(=O)c2c1cccc2. The result is 0 (inactive).